From a dataset of Peptide-MHC class I binding affinity with 185,985 pairs from IEDB/IMGT. Regression. Given a peptide amino acid sequence and an MHC pseudo amino acid sequence, predict their binding affinity value. This is MHC class I binding data. The peptide sequence is AVINTTCNYGQ. The MHC is HLA-A24:02 with pseudo-sequence HLA-A24:02. The binding affinity (normalized) is 0.